This data is from Reaction yield outcomes from USPTO patents with 853,638 reactions. The task is: Predict the reaction yield, written as a fraction of the theoretical maximum amount of product (1.0 means a 100% yield; for example, 0.34 means a 34% yield). (1) The reactants are [CH2:1]([O:3][C:4](=[O:31])[CH:5]=[CH:6][C:7]1[C:16]([CH3:17])=[C:15]([O:18][C:19]2[CH:24]=[CH:23][C:22]([S:25]([CH2:28][CH3:29])(=[O:27])=[O:26])=[CH:21][CH:20]=2)[C:14]2[C:9](=[CH:10][CH:11]=[C:12]([F:30])[CH:13]=2)[CH:8]=1)[CH3:2]. The catalyst is C(OCC)(=O)C.[Pd]. The product is [CH2:1]([O:3][C:4](=[O:31])[CH2:5][CH2:6][C:7]1[C:16]([CH3:17])=[C:15]([O:18][C:19]2[CH:24]=[CH:23][C:22]([S:25]([CH2:28][CH3:29])(=[O:26])=[O:27])=[CH:21][CH:20]=2)[C:14]2[C:9](=[CH:10][CH:11]=[C:12]([F:30])[CH:13]=2)[CH:8]=1)[CH3:2]. The yield is 0.750. (2) The reactants are [H-].[Na+].[C:3]([O:7][C:8]([N:10]1[CH2:14][CH2:13][CH2:12][C@@H:11]1[CH:15]=O)=[O:9])([CH3:6])([CH3:5])[CH3:4].[CH3:17]S(C)=O. The catalyst is [Br-].C[P+](C1C=CC=CC=1)(C1C=CC=CC=1)C1C=CC=CC=1. The product is [CH:15]([C@H:11]1[CH2:12][CH2:13][CH2:14][N:10]1[C:8]([O:7][C:3]([CH3:6])([CH3:5])[CH3:4])=[O:9])=[CH2:17]. The yield is 0.790. (3) The reactants are Br[CH2:2][C:3]1[CH:8]=[CH:7][C:6]([O:9][CH3:10])=[CH:5][C:4]=1[CH3:11].[P:12]([O:19]CC)([O:16][CH2:17][CH3:18])[O:13][CH2:14][CH3:15]. The catalyst is O1CCOCC1. The product is [CH3:10][O:9][C:6]1[CH:7]=[CH:8][C:3]([CH2:2][P:12](=[O:19])([O:16][CH2:17][CH3:18])[O:13][CH2:14][CH3:15])=[C:4]([CH3:11])[CH:5]=1. The yield is 0.790. (4) The reactants are C[Si]([N-][Si](C)(C)C)(C)C.[Na+].[CH2:11]([C@@H:15]1[C@@H:18]([CH2:19][CH2:20][CH2:21][CH2:22][CH3:23])[O:17][C:16]1=[O:24])[CH2:12][CH2:13][CH3:14].[CH2:25]([O:32][C:33](Cl)=[O:34])[C:26]1[CH:31]=[CH:30][CH:29]=[CH:28][CH:27]=1. The catalyst is C1COCC1. The product is [CH2:11]([C@@:15]1([C:33]([O:32][CH2:25][C:26]2[CH:31]=[CH:30][CH:29]=[CH:28][CH:27]=2)=[O:34])[C@H:18]([CH2:19][CH2:20][CH2:21][CH2:22][CH3:23])[O:17][C:16]1=[O:24])[CH2:12][CH2:13][CH3:14]. The yield is 0.740. (5) The reactants are [CH3:1][O:2][C:3]1[CH:4]=[C:5]2[C:10](=[CH:11][C:12]=1[O:13][CH3:14])[N:9]=[CH:8][N:7]=[C:6]2[O:15][C:16]1[CH:17]=[C:18]([CH:20]=[CH:21][CH:22]=1)[NH2:19].[C:23]1([N:29]2[C:33]([NH:34][C:35](=O)[O:36]C3C=CC=CC=3)=[CH:32][C:31]([C:44]([CH3:50])([CH3:49])[C:45]([F:48])([F:47])[F:46])=[N:30]2)[CH:28]=[CH:27][CH:26]=[CH:25][CH:24]=1. The catalyst is C1COCC1.CN(C1C=CN=CC=1)C. The product is [CH3:1][O:2][C:3]1[CH:4]=[C:5]2[C:10](=[CH:11][C:12]=1[O:13][CH3:14])[N:9]=[CH:8][N:7]=[C:6]2[O:15][C:16]1[CH:17]=[C:18]([NH:19][C:35]([NH:34][C:33]2[N:29]([C:23]3[CH:28]=[CH:27][CH:26]=[CH:25][CH:24]=3)[N:30]=[C:31]([C:44]([CH3:50])([CH3:49])[C:45]([F:48])([F:47])[F:46])[CH:32]=2)=[O:36])[CH:20]=[CH:21][CH:22]=1. The yield is 0.620.